This data is from Forward reaction prediction with 1.9M reactions from USPTO patents (1976-2016). The task is: Predict the product of the given reaction. (1) Given the reactants CO[CH2:3][C:4]([NH:6][C:7]1[S:8][C:9]2[CH:15]=[C:14]([O:16][S:17]([C:20]3[CH:25]=[CH:24][C:23](F)=[CH:22][CH:21]=3)(=[O:19])=[O:18])[CH:13]=[CH:12][C:10]=2[N:11]=1)=[O:5].[CH:27]([NH:30][CH2:31][CH2:32][NH2:33])([CH3:29])[CH3:28].C(=O)([O-])[O-].[Cs+].[Cs+].O, predict the reaction product. The product is: [CH:3]1([C:4]([NH:6][C:7]2[S:8][C:9]3[CH:15]=[C:14]([O:16][S:17]([C:20]4[CH:21]=[CH:22][C:23]([NH:33][CH2:32][CH2:31][NH:30][CH:27]([CH3:29])[CH3:28])=[CH:24][CH:25]=4)(=[O:19])=[O:18])[CH:13]=[CH:12][C:10]=3[N:11]=2)=[O:5])[CH2:12][CH2:10][CH2:9][CH2:15]1. (2) Given the reactants Cl[S:2]([N:5]=[C:6]=[O:7])(=[O:4])=[O:3].[NH:8]1[CH2:12][CH2:11][CH2:10][CH2:9]1.[C:13]([C:17]1[CH:21]=[C:20]([NH:22][C:23]([NH:25][C:26]2[C:35]3[C:30](=[CH:31][CH:32]=[CH:33][CH:34]=3)[CH:29]=[CH:28][CH:27]=2)=[O:24])[N:19]([C:36]2[CH:41]=[CH:40][CH:39]=[C:38]([OH:42])[CH:37]=2)[N:18]=1)([CH3:16])([CH3:15])[CH3:14].Cl.[Na+].[Cl-], predict the reaction product. The product is: [C:13]([C:17]1[CH:21]=[C:20]([NH:22][C:23]([NH:25][C:26]2[C:35]3[C:30](=[CH:31][CH:32]=[CH:33][CH:34]=3)[CH:29]=[CH:28][CH:27]=2)=[O:24])[N:19]([C:36]2[CH:37]=[C:38]([O:42][S:2](=[O:4])(=[O:3])[NH:5][C:6]([N:8]3[CH2:12][CH2:11][CH2:10][CH2:9]3)=[O:7])[CH:39]=[CH:40][CH:41]=2)[N:18]=1)([CH3:16])([CH3:14])[CH3:15]. (3) Given the reactants [CH:1]([C:4]1[CH:5]=[C:6]([CH:9]=[C:10]([CH:14]([CH3:16])[CH3:15])[C:11]=1[O:12][CH3:13])[CH:7]=O)([CH3:3])[CH3:2].[Br:17][C:18]1[CH:19]=[C:20]2[C:24](=[CH:25][CH:26]=1)[NH:23][C:22](=[O:27])[CH2:21]2, predict the reaction product. The product is: [Br:17][C:18]1[CH:19]=[C:20]2[C:24](=[CH:25][CH:26]=1)[NH:23][C:22](=[O:27])[C:21]2=[CH:7][C:6]1[CH:5]=[C:4]([CH:1]([CH3:3])[CH3:2])[C:11]([O:12][CH3:13])=[C:10]([CH:14]([CH3:16])[CH3:15])[CH:9]=1. (4) Given the reactants O=C1CCC(=O)N1[O:8][C:9](=O)[CH2:10][CH2:11][CH2:12][CH2:13][Si:14]([CH2:30][CH:31]([CH3:33])[CH3:32])([CH2:26][CH:27]([CH3:29])[CH3:28])[O:15][CH2:16][CH2:17][CH2:18][CH2:19][C:20]1[CH:25]=[CH:24][CH:23]=[CH:22][CH:21]=1.[NH2:35][C:36]1[CH:41]=[CH:40][CH:39]=[CH:38][CH:37]=1.C(N(CC)CC)C, predict the reaction product. The product is: [C:36]1([NH:35][C:9](=[O:8])[CH2:10][CH2:11][CH2:12][CH2:13][Si:14]([CH2:26][CH:27]([CH3:29])[CH3:28])([CH2:30][CH:31]([CH3:32])[CH3:33])[O:15][CH2:16][CH2:17][CH2:18][CH2:19][C:20]2[CH:25]=[CH:24][CH:23]=[CH:22][CH:21]=2)[CH:41]=[CH:40][CH:39]=[CH:38][CH:37]=1. (5) Given the reactants [O:1]1[C:5]2[CH:6]=[CH:7][CH:8]=[CH:9][C:4]=2[C:3]([CH2:10][CH2:11][OH:12])=[N:2]1.C(N(CC)CC)C.[CH3:20][S:21](Cl)(=[O:23])=[O:22], predict the reaction product. The product is: [O:1]1[C:5]2[CH:6]=[CH:7][CH:8]=[CH:9][C:4]=2[C:3]([CH2:10][CH2:11][O:12][S:21]([CH3:20])(=[O:23])=[O:22])=[N:2]1. (6) Given the reactants [NH2:1][C:2]1[N:7]=[C:6](Cl)[C:5]([CH2:9][CH:10]=O)=[C:4]([Cl:12])[N:3]=1.[C:13]([NH2:17])([CH3:16])([CH3:15])[CH3:14].C(N(CC)CC)C, predict the reaction product. The product is: [C:13]([N:17]1[C:6]2[N:7]=[C:2]([NH2:1])[N:3]=[C:4]([Cl:12])[C:5]=2[CH:9]=[CH:10]1)([CH3:16])([CH3:15])[CH3:14]. (7) The product is: [NH2:23][C:19]1[O:17][C:10]([C:11]2[CH:16]=[CH:15][CH:14]=[CH:13][CH:12]=2)=[C:9]([C:6]2[CH:7]=[CH:8][C:3]([CH2:1][CH3:2])=[CH:4][CH:5]=2)[C:20]=1[C:21]#[N:22]. Given the reactants [CH2:1]([C:3]1[CH:8]=[CH:7][C:6]([C:9](=O)[CH:10]([OH:17])[C:11]2[CH:16]=[CH:15][CH:14]=[CH:13][CH:12]=2)=[CH:5][CH:4]=1)[CH3:2].[C:19](#[N:23])[CH2:20][C:21]#[N:22].C(NCC)C.O, predict the reaction product. (8) Given the reactants P(Cl)(Cl)([Cl:3])=O.[CH3:6][N:7]([CH3:32])[C@@H:8]1[CH2:12][CH2:11][N:10]([C:13]2[CH:22]=[C:21]3[C:16]([CH2:17][NH:18][C:19](=O)[NH:20]3)=[C:15]([O:24][CH:25]3[CH2:30][CH2:29][N:28]([CH3:31])[CH2:27][CH2:26]3)[CH:14]=2)[CH2:9]1.C(N(C(C)C)CC)(C)C, predict the reaction product. The product is: [Cl:3][C:17]1[C:16]2[C:21](=[CH:22][C:13]([N:10]3[CH2:11][CH2:12][C@@H:8]([N:7]([CH3:32])[CH3:6])[CH2:9]3)=[CH:14][C:15]=2[O:24][CH:25]2[CH2:30][CH2:29][N:28]([CH3:31])[CH2:27][CH2:26]2)[N:20]=[CH:19][N:18]=1. (9) Given the reactants [NH2:1][N:2]1[C:6]([C:7]([NH:9][CH2:10][C:11]2([OH:24])[CH2:16][CH2:15][N:14](C(OC(C)(C)C)=O)[CH2:13][CH2:12]2)=[O:8])=[CH:5][N:4]=[C:3]1[C:25]1[CH:30]=[CH:29][C:28]([CH3:31])=[CH:27][CH:26]=1.C(O)=O.C(=O)(O)[O-].[Na+], predict the reaction product. The product is: [NH2:1][N:2]1[C:6]([C:7]([NH:9][CH2:10][C:11]2([OH:24])[CH2:16][CH2:15][NH:14][CH2:13][CH2:12]2)=[O:8])=[CH:5][N:4]=[C:3]1[C:25]1[CH:26]=[CH:27][C:28]([CH3:31])=[CH:29][CH:30]=1.